From a dataset of Forward reaction prediction with 1.9M reactions from USPTO patents (1976-2016). Predict the product of the given reaction. (1) Given the reactants [NH2:1][C:2]1[NH:6][N:5]=[CH:4][C:3]=1[C:7]#[N:8].[Cl:9][C:10]1[CH:15]=[CH:14][C:13]([C:16](=O)[CH2:17][C:18](OCC)=[O:19])=[CH:12][C:11]=1[O:24][CH:25]([CH3:27])[CH3:26], predict the reaction product. The product is: [Cl:9][C:10]1[CH:15]=[CH:14][C:13]([C:16]2[NH:1][C:2]3[N:6]([N:5]=[CH:4][C:3]=3[C:7]#[N:8])[C:18](=[O:19])[CH:17]=2)=[CH:12][C:11]=1[O:24][CH:25]([CH3:27])[CH3:26]. (2) Given the reactants Cl[C:2]1[N:7]=[CH:6][N:5]=[C:4]([NH:8][C:9]2[CH:14]=[CH:13][C:12]([O:15][CH3:16])=[CH:11][CH:10]=2)[CH:3]=1.[CH:17]([NH2:20])([CH3:19])[CH3:18].CCN(C(C)C)C(C)C.CCOC(C)=O, predict the reaction product. The product is: [CH:17]([NH:20][C:2]1[CH:3]=[C:4]([NH:8][C:9]2[CH:14]=[CH:13][C:12]([O:15][CH3:16])=[CH:11][CH:10]=2)[N:5]=[CH:6][N:7]=1)([CH3:19])[CH3:18]. (3) Given the reactants [CH2:1]([C:5]1[CH:9]=[CH:8][S:7][C:6]=1[C:10]1[S:11][C:12]2[C:13](=[CH:15][CH:16]=[C:17]3[C:25]4[S:24][C:23]([C:26]5[S:27][CH:28]=[CH:29][C:30]=5[CH2:31][CH2:32][CH2:33][CH3:34])=[CH:22][C:21]=4[CH:20]=[CH:19][C:18]=23)[CH:14]=1)[CH2:2][CH2:3][CH3:4].P(Cl)(Cl)(Cl)=O.CN([CH:43]=[O:44])C.[C:45](=O)([O-])[OH:46].[Na+], predict the reaction product. The product is: [CH2:1]([C:5]1[CH:9]=[C:8]([CH:43]=[O:44])[S:7][C:6]=1[C:10]1[S:11][C:12]2[C:18]3=[CH:19][CH:20]=[C:21]4[C:25]([S:24][C:23]([C:26]5[S:27][C:28]([CH:45]=[O:46])=[CH:29][C:30]=5[CH2:31][CH2:32][CH2:33][CH3:34])=[CH:22]4)=[C:17]3[CH:16]=[CH:15][C:13]=2[CH:14]=1)[CH2:2][CH2:3][CH3:4]. (4) Given the reactants O=C1[CH:7]=[C:6]([C:8]([OH:10])=[O:9])[CH:5]=CN1.[C:11](=O)([O-])[O-].[K+].[K+].IC.[CH3:19][N:20]([CH:22]=[O:23])[CH3:21], predict the reaction product. The product is: [CH3:11][O:10][C:8]([C:6]1[CH:5]=[CH:19][N:20]([CH3:21])[C:22](=[O:23])[CH:7]=1)=[O:9]. (5) Given the reactants [Na].[CH3:2][O:3][C:4]1[CH:5]=[C:6]([CH2:12][C:13]#[N:14])[CH:7]=[CH:8][C:9]=1[O:10][CH3:11].[C:15](=O)([O:19]CC)[O:16][CH2:17][CH3:18], predict the reaction product. The product is: [C:13]([CH:12]([C:6]1[CH:7]=[CH:8][C:9]([O:10][CH3:11])=[C:4]([O:3][CH3:2])[CH:5]=1)[C:15]([O:16][CH2:17][CH3:18])=[O:19])#[N:14]. (6) Given the reactants [CH3:1][O:2][C:3](=[O:12])[CH2:4][C:5]1[CH:10]=[CH:9][C:8]([OH:11])=[CH:7][CH:6]=1.N1C=CN=C1.[Si:18](Cl)([C:21]([CH3:24])([CH3:23])[CH3:22])([CH3:20])[CH3:19], predict the reaction product. The product is: [Si:18]([O:11][C:8]1[CH:9]=[CH:10][C:5]([CH2:4][C:3]([O:2][CH3:1])=[O:12])=[CH:6][CH:7]=1)([C:21]([CH3:24])([CH3:23])[CH3:22])([CH3:20])[CH3:19]. (7) Given the reactants [CH3:1][O:2][C:3]1[CH:8]=[C:7]([N+:9]([O-:11])=[O:10])[CH:6]=[CH:5][C:4]=1[N:12]1[CH2:17][CH2:16][CH:15]([OH:18])[CH2:14][CH2:13]1.[CH:19]([Si:22](OS(C(F)(F)F)(=O)=O)([CH:26]([CH3:28])[CH3:27])[CH:23]([CH3:25])[CH3:24])([CH3:21])[CH3:20].CCN(CC)CC, predict the reaction product. The product is: [CH3:1][O:2][C:3]1[CH:8]=[C:7]([N+:9]([O-:11])=[O:10])[CH:6]=[CH:5][C:4]=1[N:12]1[CH2:17][CH2:16][CH:15]([O:18][Si:22]([CH:26]([CH3:28])[CH3:27])([CH:23]([CH3:25])[CH3:24])[CH:19]([CH3:21])[CH3:20])[CH2:14][CH2:13]1.